The task is: Predict the product of the given reaction.. This data is from Forward reaction prediction with 1.9M reactions from USPTO patents (1976-2016). (1) The product is: [CH:10]1([C:13]([N:20]2[CH2:21][CH2:22][CH2:23][N:17]([C:24]([C:26]3[CH:27]=[C:28]4[NH:37][C:36](=[O:38])[C:35]5[C:30](=[CH:31][CH:32]=[CH:33][CH:34]=5)[N:29]4[CH:39]=3)=[O:25])[CH2:18][CH2:19]2)=[O:14])[CH2:12][CH2:11]1. Given the reactants C(N(C(C)C)CC)(C)C.[CH:10]1([C:13](Cl)=[O:14])[CH2:12][CH2:11]1.Cl.[N:17]1([C:24]([C:26]2[CH:27]=[C:28]3[NH:37][C:36](=[O:38])[C:35]4[C:30](=[CH:31][CH:32]=[CH:33][CH:34]=4)[N:29]3[CH:39]=2)=[O:25])[CH2:23][CH2:22][CH2:21][NH:20][CH2:19][CH2:18]1, predict the reaction product. (2) Given the reactants [CH2:1]([N:3]1[C:11]2[CH:10]=[C:9]3[N:12](COCC[Si](C)(C)C)[C:13]([C:15]4[C:23]5[C:18](=[CH:19][C:20]([C:24]6[CH:29]=[CH:28][CH:27]=[CH:26][CH:25]=6)=[CH:21][CH:22]=5)[N:17](COCC[Si](C)(C)C)[N:16]=4)=[N:14][C:8]3=[CH:7][C:6]=2[C:5]([CH3:47])([CH3:46])[C:4]1=[O:48])[CH3:2].[F-].C([N+](CCCC)(CCCC)CCCC)CCC.C(N)CN, predict the reaction product. The product is: [CH2:1]([N:3]1[C:11]2[CH:10]=[C:9]3[NH:12][C:13]([C:15]4[C:23]5[C:18](=[CH:19][C:20]([C:24]6[CH:25]=[CH:26][CH:27]=[CH:28][CH:29]=6)=[CH:21][CH:22]=5)[NH:17][N:16]=4)=[N:14][C:8]3=[CH:7][C:6]=2[C:5]([CH3:47])([CH3:46])[C:4]1=[O:48])[CH3:2]. (3) Given the reactants [H-].[Al+3].[Li+].[H-].[H-].[H-].O1CCCC1.[C:12]([C:14]1([CH3:38])[S:18][C:17]([C:19]2[NH:20][C:21]3[C:26]([CH:27]=2)=[CH:25][CH:24]=[CH:23][C:22]=3[N:28]([CH3:37])[S:29]([C:32]2[S:33][CH:34]=[CH:35][CH:36]=2)(=[O:31])=[O:30])=[N:16][CH2:15]1)#[N:13].[OH-].[Na+], predict the reaction product. The product is: [NH2:13][CH2:12][C:14]1([CH3:38])[S:18][C:17]([C:19]2[NH:20][C:21]3[C:26]([CH:27]=2)=[CH:25][CH:24]=[CH:23][C:22]=3[N:28]([CH3:37])[S:29]([C:32]2[S:33][CH:34]=[CH:35][CH:36]=2)(=[O:31])=[O:30])=[N:16][CH2:15]1. (4) Given the reactants C(Cl)(Cl)Cl.[CH3:5][OH:6].[NH4+].[OH-:8].[CH2:9]([N+:45]([O-])=O)[CH2:10][CH2:11][CH2:12][CH2:13][CH2:14][CH2:15][CH2:16][CH2:17][CH2:18][CH2:19][CH2:20][CH2:21][CH2:22][CH2:23][CH2:24][CH2:25][CH2:26]CCCCCCCCCCCCCCCCCC, predict the reaction product. The product is: [CH2:9]([NH:45][C@H:9]([C@@H:10](/[CH:11]=[CH:12]/[CH2:13][CH2:14][CH2:15][CH2:16][CH2:17][CH2:18][CH2:19][CH2:20][CH2:21][CH2:22][CH2:23][CH2:24][CH3:25])[OH:8])[CH2:5][OH:6])[CH2:10][CH2:11][CH2:12][CH2:13][CH2:14][CH2:15][CH2:16][CH2:17][CH2:18][CH2:19][CH2:20][CH2:21][CH2:22][CH2:23][CH2:24][CH2:25][CH3:26].